Dataset: Catalyst prediction with 721,799 reactions and 888 catalyst types from USPTO. Task: Predict which catalyst facilitates the given reaction. (1) Reactant: [CH2:1]1[C:5]2([CH2:9][CH2:8][CH2:7][CH2:6]2)[CH:4]([OH:10])[CH2:3][NH:2]1.C([O-])([O-])=O.[Na+].[Na+].[CH3:17][C:18]([O:21][C:22](O[C:22]([O:21][C:18]([CH3:20])([CH3:19])[CH3:17])=[O:23])=[O:23])([CH3:20])[CH3:19]. Product: [OH:10][CH:4]1[C:5]2([CH2:9][CH2:8][CH2:7][CH2:6]2)[CH2:1][N:2]([C:22]([O:21][C:18]([CH3:20])([CH3:19])[CH3:17])=[O:23])[CH2:3]1. The catalyst class is: 20. (2) Reactant: [CH3:1][O:2][C:3](=[O:15])[C@H:4]([CH2:13][SH:14])[NH:5][C:6]([O:8][C:9]([CH3:12])([CH3:11])[CH3:10])=[O:7].C([O-])([O-])=O.[K+].[K+].[CH2:22](Cl)[CH:23]=[CH2:24]. Product: [CH3:1][O:2][C:3](=[O:15])[C@H:4]([CH2:13][S:14][CH2:24][CH:23]=[CH2:22])[NH:5][C:6]([O:8][C:9]([CH3:12])([CH3:10])[CH3:11])=[O:7]. The catalyst class is: 3. (3) Product: [ClH:13].[Br:1][C:2]1[C:3]([S:9][CH2:10][CH2:11][CH2:12][Cl:13])=[C:4]([NH:8][NH2:14])[CH:5]=[CH:6][CH:7]=1. Reactant: [Br:1][C:2]1[C:3]([S:9][CH2:10][CH2:11][CH2:12][Cl:13])=[C:4]([NH2:8])[CH:5]=[CH:6][CH:7]=1.[N:14]([O-])=O.[Na+].Cl[Sn]Cl.Cl. The catalyst class is: 6. (4) Reactant: [CH2:1]([O:3][CH2:4][C:5]1[N:6]([CH2:22][CH:23]([CH3:25])[CH3:24])[C:7]2[CH:12]=[C:11]([CH3:13])[N:10]=[C:9](OC3C=CC=CC=3)[C:8]=2[N:21]=1)[CH3:2].C([O-])(=O)C.[NH4+:30].C(OCC)C. Product: [CH2:1]([O:3][CH2:4][C:5]1[N:6]([CH2:22][CH:23]([CH3:25])[CH3:24])[C:7]2[CH:12]=[C:11]([CH3:13])[N:10]=[C:9]([NH2:30])[C:8]=2[N:21]=1)[CH3:2]. The catalyst class is: 13. (5) Reactant: [NH:1]([CH2:5][CH2:6][OH:7])[CH2:2][CH2:3][OH:4].CCN(CC)CC.[F:15][C:16]([F:23])([F:22])[C:17](OCC)=[O:18]. Product: [F:15][C:16]([F:23])([F:22])[C:17]([N:1]([CH2:5][CH2:6][OH:7])[CH2:2][CH2:3][OH:4])=[O:18]. The catalyst class is: 5. (6) Reactant: C[N:2]1[C:10]2[C:5](=[CH:6][C:7]([OH:11])=[CH:8][CH:9]=2)[C:4]([CH:12]2[CH2:17][CH2:16][N:15]([CH3:18])[CH2:14][CH2:13]2)=[CH:3]1.[H-].[Na+].[C:21]1([S:27](Cl)(=[O:29])=[O:28])[CH:26]=[CH:25][CH:24]=[CH:23][CH:22]=1.[C:31](OCC)(=O)C. Product: [CH3:31][C:9]1[CH:8]=[C:7]([O:11][S:27]([C:21]2[CH:26]=[CH:25][CH:24]=[CH:23][CH:22]=2)(=[O:29])=[O:28])[CH:6]=[C:5]2[C:10]=1[NH:2][CH:3]=[C:4]2[CH:12]1[CH2:13][CH2:14][N:15]([CH3:18])[CH2:16][CH2:17]1. The catalyst class is: 165. (7) Reactant: [CH3:1][N:2]([CH3:6])[CH2:3][CH2:4][OH:5].[H-].[Na+].Cl[C:10]1[N:15]=[CH:14][C:13]([C:16]2[CH:28]=[CH:27][C:19]3[N:20]=[C:21]([NH:23][C:24](=[O:26])[CH3:25])[S:22][C:18]=3[CH:17]=2)=[CH:12][C:11]=1[NH:29][CH:30]([CH3:32])[CH3:31]. Product: [CH3:1][N:2]([CH3:6])[CH2:3][CH2:4][O:5][C:10]1[N:15]=[CH:14][C:13]([C:16]2[CH:28]=[CH:27][C:19]3[N:20]=[C:21]([NH:23][C:24](=[O:26])[CH3:25])[S:22][C:18]=3[CH:17]=2)=[CH:12][C:11]=1[NH:29][CH:30]([CH3:32])[CH3:31]. The catalyst class is: 16. (8) Reactant: [NH2:1][C:2]1[CH:7]=[CH:6][N:5]=[CH:4][C:3]=1[NH:8][C:9]([C:11]1[C:12](=[O:18])[NH:13][CH:14]=[CH:15][C:16]=1[I:17])=O.O=P(Cl)(Cl)Cl.C(=O)(O)[O-].[Na+]. Product: [NH:1]1[C:2]2[CH:7]=[CH:6][N:5]=[CH:4][C:3]=2[N:8]=[C:9]1[C:11]1[C:12](=[O:18])[NH:13][CH:14]=[CH:15][C:16]=1[I:17]. The catalyst class is: 17. (9) Reactant: Cl[C:2]1[N:10]=[C:9]2[C:5]([N:6]([CH2:18][O:19][CH2:20][CH2:21][Si:22]([CH3:25])([CH3:24])[CH3:23])[C:7](=[O:17])[N:8]2[CH:11]2[CH2:16][CH2:15][O:14][CH2:13][CH2:12]2)=[CH:4][N:3]=1.[F:26][C:27]1[CH:28]=[CH:29][C:30]2[N:31]([N:33]=[CH:34][C:35]=2B2OC(C)(C)C(C)(C)O2)[CH:32]=1.C([O-])(=O)C.[K+]. Product: [F:26][C:27]1[CH:28]=[CH:29][C:30]2[N:31]([N:33]=[CH:34][C:35]=2[C:2]2[N:10]=[C:9]3[C:5]([N:6]([CH2:18][O:19][CH2:20][CH2:21][Si:22]([CH3:25])([CH3:24])[CH3:23])[C:7](=[O:17])[N:8]3[CH:11]3[CH2:16][CH2:15][O:14][CH2:13][CH2:12]3)=[CH:4][N:3]=2)[CH:32]=1. The catalyst class is: 70. (10) Reactant: [C:1]([C:3]1[CH:12]=[CH:11][C:6]([C:7](OC)=[O:8])=[C:5]([CH3:13])[CH:4]=1)#[N:2].C1COCC1.[Cl-].[Cl-].[Ca+2].[BH4-].[Na+]. Product: [OH:8][CH2:7][C:6]1[CH:11]=[CH:12][C:3]([C:1]#[N:2])=[CH:4][C:5]=1[CH3:13]. The catalyst class is: 97.